Dataset: Reaction yield outcomes from USPTO patents with 853,638 reactions. Task: Predict the reaction yield, written as a fraction of the theoretical maximum amount of product (1.0 means a 100% yield; for example, 0.34 means a 34% yield). The reactants are OS(O)(=O)=O.[Br:6][C:7]1[CH:12]=[CH:11][C:10]([CH2:13][CH2:14][CH2:15][C:16]([OH:18])=[O:17])=[CH:9][CH:8]=1.O.[CH3:20]O. No catalyst specified. The product is [Br:6][C:7]1[CH:8]=[CH:9][C:10]([CH2:13][CH2:14][CH2:15][C:16]([O:18][CH3:20])=[O:17])=[CH:11][CH:12]=1. The yield is 0.980.